This data is from NCI-60 drug combinations with 297,098 pairs across 59 cell lines. The task is: Regression. Given two drug SMILES strings and cell line genomic features, predict the synergy score measuring deviation from expected non-interaction effect. (1) Drug 1: C1=NC2=C(N=C(N=C2N1C3C(C(C(O3)CO)O)O)F)N. Drug 2: CS(=O)(=O)CCNCC1=CC=C(O1)C2=CC3=C(C=C2)N=CN=C3NC4=CC(=C(C=C4)OCC5=CC(=CC=C5)F)Cl. Cell line: NCI-H460. Synergy scores: CSS=1.50, Synergy_ZIP=3.46, Synergy_Bliss=4.28, Synergy_Loewe=2.24, Synergy_HSA=2.26. (2) Drug 1: CS(=O)(=O)C1=CC(=C(C=C1)C(=O)NC2=CC(=C(C=C2)Cl)C3=CC=CC=N3)Cl. Drug 2: CC1=C(C(=CC=C1)Cl)NC(=O)C2=CN=C(S2)NC3=CC(=NC(=N3)C)N4CCN(CC4)CCO. Cell line: HOP-62. Synergy scores: CSS=24.0, Synergy_ZIP=4.26, Synergy_Bliss=11.1, Synergy_Loewe=8.56, Synergy_HSA=10.3. (3) Drug 1: C1CC(=O)NC(=O)C1N2CC3=C(C2=O)C=CC=C3N. Drug 2: C1=NC2=C(N=C(N=C2N1C3C(C(C(O3)CO)O)O)F)N. Cell line: UO-31. Synergy scores: CSS=-1.34, Synergy_ZIP=-0.968, Synergy_Bliss=-1.14, Synergy_Loewe=-5.57, Synergy_HSA=-2.75. (4) Synergy scores: CSS=1.73, Synergy_ZIP=-1.63, Synergy_Bliss=2.77, Synergy_Loewe=-0.420, Synergy_HSA=2.77. Cell line: A498. Drug 1: CCC(=C(C1=CC=CC=C1)C2=CC=C(C=C2)OCCN(C)C)C3=CC=CC=C3.C(C(=O)O)C(CC(=O)O)(C(=O)O)O. Drug 2: CS(=O)(=O)OCCCCOS(=O)(=O)C. (5) Drug 1: CCCS(=O)(=O)NC1=C(C(=C(C=C1)F)C(=O)C2=CNC3=C2C=C(C=N3)C4=CC=C(C=C4)Cl)F. Drug 2: C1CNP(=O)(OC1)N(CCCl)CCCl. Cell line: MOLT-4. Synergy scores: CSS=-7.53, Synergy_ZIP=1.41, Synergy_Bliss=-3.12, Synergy_Loewe=-6.01, Synergy_HSA=-6.05. (6) Drug 1: C1=CC(=CC=C1C#N)C(C2=CC=C(C=C2)C#N)N3C=NC=N3. Drug 2: C(CN)CNCCSP(=O)(O)O. Cell line: HS 578T. Synergy scores: CSS=-3.68, Synergy_ZIP=4.44, Synergy_Bliss=10.8, Synergy_Loewe=-0.872, Synergy_HSA=0.158. (7) Drug 1: CC1=CC2C(CCC3(C2CCC3(C(=O)C)OC(=O)C)C)C4(C1=CC(=O)CC4)C. Drug 2: C1=CC(=CC=C1CCCC(=O)O)N(CCCl)CCCl. Cell line: CCRF-CEM. Synergy scores: CSS=35.4, Synergy_ZIP=-4.02, Synergy_Bliss=-7.10, Synergy_Loewe=-21.7, Synergy_HSA=-5.94. (8) Cell line: HCT116. Drug 2: C1CCN(CC1)CCOC2=CC=C(C=C2)C(=O)C3=C(SC4=C3C=CC(=C4)O)C5=CC=C(C=C5)O. Drug 1: C1CN1C2=NC(=NC(=N2)N3CC3)N4CC4. Synergy scores: CSS=42.5, Synergy_ZIP=6.15, Synergy_Bliss=3.76, Synergy_Loewe=1.80, Synergy_HSA=3.18. (9) Drug 1: C1=CC(=CC=C1CCCC(=O)O)N(CCCl)CCCl. Drug 2: C1=NC2=C(N1)C(=S)N=C(N2)N. Cell line: KM12. Synergy scores: CSS=38.5, Synergy_ZIP=-5.99, Synergy_Bliss=-3.61, Synergy_Loewe=-23.0, Synergy_HSA=-1.40.